From a dataset of Catalyst prediction with 721,799 reactions and 888 catalyst types from USPTO. Predict which catalyst facilitates the given reaction. (1) Reactant: [Cl:1][C:2]1[N:3]=[CH:4][NH:5][C:6]=1[Cl:7].[OH-].[K+].[Br:10][CH2:11][C:12]1[CH:21]=[CH:20][C:19]2[C:14](=[CH:15][CH:16]=[CH:17][CH:18]=2)[CH:13]=1.[K+].[Br-].[CH2:24](Br)[C:25]1[CH:30]=[CH:29][CH:28]=[CH:27][CH:26]=1. Product: [Br-:10].[CH2:24]([C:20]1[C:19]2[C:14](=[CH:15][CH:16]=[CH:17][CH:18]=2)[CH:13]=[C:12]([CH3:11])[C:21]=1[N+:3]1[C:2]([Cl:1])=[C:6]([Cl:7])[NH:5][CH:4]=1)[C:25]1[CH:30]=[CH:29][CH:28]=[CH:27][CH:26]=1. The catalyst class is: 10. (2) Reactant: C[N:2]1[CH:6]2[CH2:7][C:8]([CH2:10][CH:3]1[CH2:4][CH2:5]2)=[O:9].ClC(OCCCl)=O. Product: [CH:3]12[NH:2][CH:6]([CH2:5][CH2:4]1)[CH2:7][C:8](=[O:9])[CH2:10]2. The catalyst class is: 22. (3) Reactant: C(OC([N:8]1[C@@H:12]([CH2:13][CH2:14][C:15]2([C:18]3[CH:23]=[CH:22][C:21]([Cl:24])=[CH:20][CH:19]=3)[CH2:17][CH2:16]2)[CH2:11][O:10]C1(C)C)=O)(C)(C)C.Cl. Product: [NH2:8][C@@H:12]([CH2:13][CH2:14][C:15]1([C:18]2[CH:19]=[CH:20][C:21]([Cl:24])=[CH:22][CH:23]=2)[CH2:17][CH2:16]1)[CH2:11][OH:10]. The catalyst class is: 8. (4) Reactant: [F:1][C:2]1[CH:7]=[C:6]([CH3:8])[C:5](I)=[CH:4][C:3]=1[C@:10]1([CH3:21])[CH2:15][C@@H:14]([C:16]([F:19])([F:18])[F:17])[O:13][C:12]([NH2:20])=[N:11]1.[F:22][C:23]1[CH:28]=[CH:27][N:26]=[CH:25][C:24]=1B1OC(C)(C)C(C)(C)O1.C(=O)([O-])[O-].[Cs+].[Cs+]. Product: [F:1][C:2]1[CH:7]=[C:6]([CH3:8])[C:5]([C:24]2[CH:25]=[N:26][CH:27]=[CH:28][C:23]=2[F:22])=[CH:4][C:3]=1[C@:10]1([CH3:21])[CH2:15][C@@H:14]([C:16]([F:19])([F:18])[F:17])[O:13][C:12]([NH2:20])=[N:11]1. The catalyst class is: 20. (5) Reactant: N1C=CC=CC=1.[CH:7]1([C:11](Cl)=[O:12])[CH2:10][CH2:9][CH2:8]1.[C:16]1(=[O:17])[O:18][C:19]([CH3:19])([CH3:15])[O:18][C:16](=[O:17])[CH2:15]1.CO. Product: [CH:7]1([C:11](=[O:12])[CH2:15][C:16]([O:18][CH3:19])=[O:17])[CH2:10][CH2:9][CH2:8]1. The catalyst class is: 2. (6) Reactant: Cl.[CH:2]1([N:5]([CH2:36][C:37]2[CH:42]=[CH:41][CH:40]=[C:39]([CH3:43])[C:38]=2[CH3:44])[C:6]([CH:8]2[C@@H:13]([NH:14][C:15](=[O:35])[C:16]3[CH:21]=[CH:20][C:19]([O:22][CH2:23][CH2:24][O:25][C:26]4[C:31]([Cl:32])=[CH:30][C:29]([CH3:33])=[CH:28][C:27]=4[Cl:34])=[CH:18][CH:17]=3)[CH2:12][CH2:11][NH:10][CH2:9]2)=[O:7])[CH2:4][CH2:3]1.C(N(CC)CC)C.O. Product: [CH:2]1([N:5]([CH2:36][C:37]2[CH:42]=[CH:41][CH:40]=[C:39]([CH3:43])[C:38]=2[CH3:44])[C:6]([CH:8]2[C@@H:13]([NH:14][C:15](=[O:35])[C:16]3[CH:21]=[CH:20][C:19]([O:22][CH2:23][CH2:24][O:25][C:26]4[C:27]([Cl:34])=[CH:28][C:29]([CH3:33])=[CH:30][C:31]=4[Cl:32])=[CH:18][CH:17]=3)[CH2:12][CH2:11][NH:10][CH2:9]2)=[O:7])[CH2:4][CH2:3]1. The catalyst class is: 2.